This data is from Peptide-MHC class II binding affinity with 134,281 pairs from IEDB. The task is: Regression. Given a peptide amino acid sequence and an MHC pseudo amino acid sequence, predict their binding affinity value. This is MHC class II binding data. (1) The peptide sequence is ATVATAPEVKYTVFETALKKAITAMS. The MHC is DRB1_0802 with pseudo-sequence DRB1_0802. The binding affinity (normalized) is 0.761. (2) The peptide sequence is GELQAVDKIDAAFKI. The MHC is DRB5_0101 with pseudo-sequence DRB5_0101. The binding affinity (normalized) is 0.728. (3) The peptide sequence is GMTGCGNTPIFKSGR. The MHC is HLA-DQA10102-DQB10502 with pseudo-sequence HLA-DQA10102-DQB10502. The binding affinity (normalized) is 0. (4) The binding affinity (normalized) is 0.551. The MHC is HLA-DQA10201-DQB10402 with pseudo-sequence HLA-DQA10201-DQB10402. The peptide sequence is RRSIPVNEALAAAGL. (5) The peptide sequence is GATDVDGMAWFTPVG. The MHC is DRB3_0202 with pseudo-sequence DRB3_0202. The binding affinity (normalized) is 0.0657. (6) The peptide sequence is ILKGVINIWGSGLLQ. The MHC is DRB1_0405 with pseudo-sequence DRB1_0405. The binding affinity (normalized) is 0.651. (7) The peptide sequence is FVVTGRVYCDPCRAG. The MHC is HLA-DQA10101-DQB10501 with pseudo-sequence HLA-DQA10101-DQB10501. The binding affinity (normalized) is 0.235.